This data is from Full USPTO retrosynthesis dataset with 1.9M reactions from patents (1976-2016). The task is: Predict the reactants needed to synthesize the given product. (1) Given the product [Cl:52][N:39]1[C:48]2[C:43](=[CH:44][CH:45]=[CH:46][CH:47]=2)[CH:42]=[CH:41][CH2:40]1, predict the reactants needed to synthesize it. The reactants are: C1(OC2C=CC=CC=2)C=CC=CC=1.C1C=CC(C2C=CC=CC=2)=CC=1.C1C=CC(OC2C=CC=CC=2)=CC=1.[N:39]1[C:48]2[C:43](=[CH:44][CH:45]=[CH:46][CH:47]=2)[C:42](O)=[CH:41][CH:40]=1.O=P(Cl)(Cl)[Cl:52]. (2) The reactants are: [OH:1][C@@H:2]1[C@H:6]2[N:7](C(OCC3C=CC=CC=3)=O)[CH2:8][C@@H:9]([O:10][S:11]([C:14]3[CH:20]=[CH:19][C:17]([CH3:18])=[CH:16][CH:15]=3)(=[O:13])=[O:12])[C@H:5]2[O:4][CH2:3]1.[H][H]. Given the product [CH3:18][C:17]1[CH:19]=[CH:20][C:14]([S:11]([O:10][C@@H:9]2[CH2:8][NH:7][C@@H:6]3[C@@H:2]([OH:1])[CH2:3][O:4][C@H:5]23)(=[O:13])=[O:12])=[CH:15][CH:16]=1, predict the reactants needed to synthesize it. (3) Given the product [O:1]1[CH:5]=[CH:4][C:3]2[CH:6]=[C:7]([CH2:10][S:11]([CH2:14][C@@H:15]([N:24]([OH:27])[CH:25]=[O:26])[C:16]3[CH:21]=[CH:20][C:19]([O:22][CH3:23])=[CH:18][CH:17]=3)(=[O:13])=[O:12])[CH:8]=[CH:9][C:2]1=2, predict the reactants needed to synthesize it. The reactants are: [O:1]1[CH:5]=[CH:4][C:3]2[CH:6]=[C:7]([CH2:10][S:11]([CH2:14][CH:15]([N:24]([O:27]C(=O)[C@@H](OC)C3C=CC=CC=3)[CH:25]=[O:26])[C:16]3[CH:21]=[CH:20][C:19]([O:22][CH3:23])=[CH:18][CH:17]=3)(=[O:13])=[O:12])[CH:8]=[CH:9][C:2]1=2.C(=O)([O-])[O-].[K+].[K+]. (4) Given the product [Br:1][C:2]1[N:7]=[CH:6][C:5]([CH2:8][C:10]2[C:18]3[C:13](=[N:14][CH:15]=[CH:16][CH:17]=3)[NH:12][CH:11]=2)=[CH:4][CH:3]=1, predict the reactants needed to synthesize it. The reactants are: [Br:1][C:2]1[N:7]=[CH:6][C:5]([CH:8]([C:10]2[C:18]3[C:13](=[N:14][CH:15]=[CH:16][CH:17]=3)[NH:12][CH:11]=2)O)=[CH:4][CH:3]=1.BrC1N=CC(C(OC)C2C3C(=NC=CC=3)NC=2)=CC=1.C([SiH](CC)CC)C.FC(F)(F)C(O)=O. (5) Given the product [O:47]=[C:43]1[CH:42]=[C:41]([C:38]2[N:39]=[N:40][C:35]([C:34]([F:49])([F:48])[F:33])=[CH:36][CH:37]=2)[CH:46]=[CH:45][N:44]1[C:2]1[CH:3]=[CH:4][C:5]2[C:6]3[CH2:25][N:24]([C:26]([O:28][C:29]([CH3:32])([CH3:31])[CH3:30])=[O:27])[CH2:23][CH2:22][CH2:21][C:7]=3[NH:8][C:9]=2[CH:10]=1, predict the reactants needed to synthesize it. The reactants are: Br[C:2]1[CH:3]=[CH:4][C:5]2[C:6]3[CH2:25][N:24]([C:26]([O:28][C:29]([CH3:32])([CH3:31])[CH3:30])=[O:27])[CH2:23][CH2:22][CH2:21][C:7]=3[N:8](S(C3C=CC(C)=CC=3)(=O)=O)[C:9]=2[CH:10]=1.[F:33][C:34]([F:49])([F:48])[C:35]1[N:40]=[N:39][C:38]([C:41]2[CH:46]=[CH:45][NH:44][C:43](=[O:47])[CH:42]=2)=[CH:37][CH:36]=1.C([O-])([O-])=O.[Cs+].[Cs+].OC1C=CC=C2C=1N=CC=C2. (6) Given the product [CH3:23][S:20]([C:17]1[CH:18]=[CH:19][C:14]([O:1][CH:2]([CH3:9])[C:3]([O:5][CH2:6][CH3:7])=[O:4])=[N:15][CH:16]=1)(=[O:22])=[O:21].[CH2:6]([O:5][C:3]1[CH:2]=[CH:9][C:17]([S:20]([CH3:23])(=[O:22])=[O:21])=[CH:16][N:15]=1)[CH3:7], predict the reactants needed to synthesize it. The reactants are: [OH:1][C:2]([CH3:9])(C)[C:3]([O:5][CH2:6][CH3:7])=[O:4].CS([C:14]1[CH:19]=[CH:18][C:17]([S:20]([CH3:23])(=[O:22])=[O:21])=[CH:16][N:15]=1)(=O)=O.[H-].[Na+]. (7) Given the product [C:23]([O:22][C:20]([NH:2][CH2:3][C:4]1[CH:19]=[CH:18][C:7]([O:8][C@@H:9]([CH:15]([CH3:17])[CH3:16])[C:10]([O:12][CH2:13][CH3:14])=[O:11])=[CH:6][CH:5]=1)=[O:21])([CH3:26])([CH3:25])[CH3:24], predict the reactants needed to synthesize it. The reactants are: O[N:2]=[CH:3][C:4]1[CH:19]=[CH:18][C:7]([O:8][C@@H:9]([CH:15]([CH3:17])[CH3:16])[C:10]([O:12][CH2:13][CH3:14])=[O:11])=[CH:6][CH:5]=1.[C:20](O[C:20]([O:22][C:23]([CH3:26])([CH3:25])[CH3:24])=[O:21])([O:22][C:23]([CH3:26])([CH3:25])[CH3:24])=[O:21].